Dataset: Full USPTO retrosynthesis dataset with 1.9M reactions from patents (1976-2016). Task: Predict the reactants needed to synthesize the given product. (1) Given the product [Cl:8][C:7]1[N:6]=[CH:5][C:4]([C:9]2[CH:21]=[CH:20][C:12]3[N:13]=[C:14]([NH:16][C:17](=[O:19])[CH3:18])[S:15][C:11]=3[CH:10]=2)=[CH:3][C:2]=1[N:33]([CH3:32])[CH3:35], predict the reactants needed to synthesize it. The reactants are: N[C:2]1[CH:3]=[C:4]([C:9]2[CH:21]=[CH:20][C:12]3[N:13]=[C:14]([NH:16][C:17](=[O:19])[CH3:18])[S:15][C:11]=3[CH:10]=2)[CH:5]=[N:6][C:7]=1[Cl:8].[BH4-].[Na+].C=O.OS(O)(=O)=O.[BH3-][C:32]#[N:33].[Na+].[C:35]([O-])([O-])=O.[Na+].[Na+]. (2) Given the product [NH2:1][C:2]1[C:11]2[N:12]=[CH:13][N:14]([CH2:15][C:16]([CH3:21])([CH3:22])[C:17]([NH2:31])=[O:19])[C:10]=2[C:9]2[CH:8]=[CH:7][CH:6]=[CH:5][C:4]=2[N:3]=1, predict the reactants needed to synthesize it. The reactants are: [NH2:1][C:2]1[C:11]2[N:12]=[CH:13][N:14]([CH2:15][C:16]([CH3:22])([CH3:21])[C:17]([O:19]C)=O)[C:10]=2[C:9]2[CH:8]=[CH:7][CH:6]=[CH:5][C:4]=2[N:3]=1.[OH-].[K+].C(Cl)(=O)C(Cl)=O.[NH3:31].C(=O)(O)[O-].[Na+].Cl. (3) Given the product [CH2:1]([O:3][C:4]([C:6]1[N:7]=[C:8]([Br:23])[N:9]([CH:20]([CH3:21])[CH3:22])[C:10]=1[N:27]([C:26]1[CH:28]=[CH:29][CH:30]=[C:31]([Cl:32])[C:25]=1[F:24])[C:28]1[CH:26]=[CH:25][C:31]([Cl:32])=[CH:30][CH:29]=1)=[O:5])[CH3:2], predict the reactants needed to synthesize it. The reactants are: [CH2:1]([O:3][C:4]([C:6]1[N:7]=[C:8]([Br:23])[N:9]([CH:20]([CH3:22])[CH3:21])[C:10]=1C(C1C=CC(Cl)=CC=1)O)=[O:5])[CH3:2].[F:24][C:25]1[C:31]([Cl:32])=[CH:30][CH:29]=[CH:28][C:26]=1[NH2:27]. (4) Given the product [Cl:18][C:17]1[C:16]2[C:11](=[CH:12][CH:13]=[C:14]([O:19][CH3:20])[N:15]=2)[N:10]=[CH:9][C:8]=1[C:6]([OH:7])=[O:5], predict the reactants needed to synthesize it. The reactants are: [OH-].[Na+].C([O:5][C:6]([C:8]1[CH:9]=[N:10][C:11]2[C:16]([C:17]=1[Cl:18])=[N:15][C:14]([O:19][CH3:20])=[CH:13][CH:12]=2)=[O:7])C. (5) Given the product [C:12]([C:3]1[CH:4]=[C:5]([C:8]([O:10][CH3:11])=[O:9])[CH:6]=[N:7][C:2]=1[NH:17][CH2:14][CH2:15][CH3:16])#[N:13], predict the reactants needed to synthesize it. The reactants are: Cl[C:2]1[N:7]=[CH:6][C:5]([C:8]([O:10][CH3:11])=[O:9])=[CH:4][C:3]=1[C:12]#[N:13].[CH2:14]([NH2:17])[CH2:15][CH3:16].C(N(CC)CC)C. (6) Given the product [Cl:12][C:13]1[CH:21]=[CH:20][C:19]([Cl:22])=[C:18]2[C:14]=1[C:15](=[O:24])[C:16](=[O:23])[N:17]2[CH2:2][CH2:4][CH2:6][CH2:7][CH3:8], predict the reactants needed to synthesize it. The reactants are: N1C2[C:6](=[CH:7][CH:8]=CC=2)[C:4](=O)[C:2]1=O.[Cl:12][C:13]1[CH:21]=[CH:20][C:19]([Cl:22])=[C:18]2[C:14]=1[C:15](=[O:24])[C:16](=[O:23])[NH:17]2.